Dataset: Full USPTO retrosynthesis dataset with 1.9M reactions from patents (1976-2016). Task: Predict the reactants needed to synthesize the given product. (1) The reactants are: [CH:1]([N:14]1[CH2:17][C:16](=O)[CH2:15]1)([C:8]1[CH:13]=[CH:12][CH:11]=[CH:10][CH:9]=1)[C:2]1[CH:7]=[CH:6][CH:5]=[CH:4][CH:3]=1.[C:19]([CH:24]=P(C1C=CC=CC=1)(C1C=CC=CC=1)C1C=CC=CC=1)([O:21][CH2:22][CH3:23])=[O:20]. Given the product [CH2:22]([O:21][C:19](=[O:20])[CH:24]=[C:16]1[CH2:17][N:14]([CH:1]([C:8]2[CH:13]=[CH:12][CH:11]=[CH:10][CH:9]=2)[C:2]2[CH:7]=[CH:6][CH:5]=[CH:4][CH:3]=2)[CH2:15]1)[CH3:23], predict the reactants needed to synthesize it. (2) Given the product [Br:1][C:2]1[CH:9]=[CH:8][C:7]([O:10][CH3:11])=[CH:6][C:3]=1[CH2:4][N:14]1[C@@H:13]([CH3:12])[C@@H:17]([C:18]2[CH:23]=[CH:22][CH:21]=[CH:20][CH:19]=2)[O:16][C:15]1=[O:24], predict the reactants needed to synthesize it. The reactants are: [Br:1][C:2]1[CH:9]=[CH:8][C:7]([O:10][CH3:11])=[CH:6][C:3]=1[CH2:4]Br.[CH3:12][C@H:13]1[C@@H:17]([C:18]2[CH:23]=[CH:22][CH:21]=[CH:20][CH:19]=2)[O:16][C:15](=[O:24])[NH:14]1. (3) The reactants are: C([Sn](CCCC)(CCCC)/[CH:6]=[CH:7]\[O:8][CH2:9][CH3:10])CCC.Br[C:20]1[C:21]([NH:27][CH:28]([CH2:31][CH3:32])[CH2:29][CH3:30])=[N:22][C:23]([Cl:26])=[N:24][CH:25]=1. Given the product [Cl:26][C:23]1[N:22]=[C:21]([NH:27][CH:28]([CH2:31][CH3:32])[CH2:29][CH3:30])[C:20](/[CH:6]=[CH:7]\[O:8][CH2:9][CH3:10])=[CH:25][N:24]=1, predict the reactants needed to synthesize it.